From a dataset of Forward reaction prediction with 1.9M reactions from USPTO patents (1976-2016). Predict the product of the given reaction. (1) Given the reactants [O-:1][C:2]#[N:3].[Na+].[NH2:5][C:6]1[CH:10]=[CH:9][S:8][C:7]=1[C:11]([O:13]C)=O, predict the reaction product. The product is: [NH:5]1[C:6]2[CH:10]=[CH:9][S:8][C:7]=2[C:11](=[O:13])[NH:3][C:2]1=[O:1]. (2) Given the reactants [NH2:1][C:2]12[CH2:9][CH2:8][C:5]([CH:10]([OH:25])[CH2:11][C:12]3[C:21]4[C:16](=[CH:17][CH:18]=[C:19]([O:22][CH3:23])[N:20]=4)[N:15]=[CH:14][C:13]=3[F:24])([CH2:6][CH2:7]1)[O:4][CH2:3]2.[O:26]=[C:27]1[CH2:32][S:31][C:30]2[CH:33]=[CH:34][C:35]([CH:37]=O)=[N:36][C:29]=2[NH:28]1.C(O[BH-](OC(=O)C)OC(=O)C)(=O)C.[Na+].O, predict the reaction product. The product is: [F:24][C:13]1[CH:14]=[N:15][C:16]2[C:21]([C:12]=1[CH2:11][CH:10]([C:5]13[CH2:8][CH2:9][C:2]([NH:1][CH2:37][C:35]4[CH:34]=[CH:33][C:30]5[S:31][CH2:32][C:27](=[O:26])[NH:28][C:29]=5[N:36]=4)([CH2:7][CH2:6]1)[CH2:3][O:4]3)[OH:25])=[N:20][C:19]([O:22][CH3:23])=[CH:18][CH:17]=2. (3) Given the reactants C(OC(=O)[CH:7]([C:15]1[CH:20]=[C:19]([C:21]([O:23][CH3:24])=[O:22])[CH:18]=[CH:17][C:16]=1[NH:25][CH:26]1[CH2:31][CH2:30][N:29]([C:32]([O:34][CH2:35][C:36]2[CH:41]=[CH:40][CH:39]=[CH:38][CH:37]=2)=[O:33])[CH2:28][CH2:27]1)[C:8]([O:10]C(C)(C)C)=O)(C)(C)C.O.C1(C)C=CC(S(O)(=O)=O)=CC=1, predict the reaction product. The product is: [CH2:35]([O:34][C:32]([N:29]1[CH2:30][CH2:31][CH:26]([N:25]2[C:16]3[C:15](=[CH:20][C:19]([C:21]([O:23][CH3:24])=[O:22])=[CH:18][CH:17]=3)[CH2:7][C:8]2=[O:10])[CH2:27][CH2:28]1)=[O:33])[C:36]1[CH:41]=[CH:40][CH:39]=[CH:38][CH:37]=1. (4) The product is: [O-:3][P:1]([O-:5])([O-:4])=[O:2].[O-:3][P:1]([O-:5])([O-:4])=[O:2].[Ca+2:7].[Ca+2:7].[Ca+2:7]. Given the reactants [P:1](=[O:5])([OH:4])([OH:3])[OH:2].[OH-].[Ca+2:7].[OH-].N, predict the reaction product. (5) Given the reactants [CH3:1][C:2]1[C:3]([N:8]([CH2:26][O:27][CH2:28][CH2:29][O:30][CH3:31])[S:9]([C:12]2[S:13][C:14]([CH3:25])=[CH:15][C:16]=2[C:17]2[CH:22]=[CH:21][C:20](CO)=[CH:19][CH:18]=2)(=[O:11])=[O:10])=[N:4][O:5][C:6]=1[CH3:7].[CH2:32](N(C(C)C)C(C)C)C.[CH3:41][S:42](Cl)(=[O:44])=[O:43], predict the reaction product. The product is: [CH3:1][C:2]1[C:3]([N:8]([CH2:26][O:27][CH2:28][CH2:29][O:30][CH3:31])[S:9]([C:12]2[S:13][C:14]([CH3:25])=[CH:15][C:16]=2[C:17]2[CH:18]=[CH:19][C:20]([S:42]([CH3:41])(=[O:44])=[O:43])=[CH:21][C:22]=2[CH3:32])(=[O:10])=[O:11])=[N:4][O:5][C:6]=1[CH3:7]. (6) Given the reactants [CH3:1][O:2][C:3]1[CH:8]=[CH:7][C:6]([C:9]2[C:10]([CH3:17])([CH3:16])[CH2:11][C:12](=[O:15])[NH:13][N:14]=2)=[CH:5][C:4]=1[N+:18]([O-])=O.O.NN, predict the reaction product. The product is: [NH2:18][C:4]1[CH:5]=[C:6]([C:9]2[C:10]([CH3:17])([CH3:16])[CH2:11][C:12](=[O:15])[NH:13][N:14]=2)[CH:7]=[CH:8][C:3]=1[O:2][CH3:1].